Dataset: Reaction yield outcomes from USPTO patents with 853,638 reactions. Task: Predict the reaction yield, written as a fraction of the theoretical maximum amount of product (1.0 means a 100% yield; for example, 0.34 means a 34% yield). (1) The reactants are Br[CH:2]1[CH2:11][CH2:10][C:9]2[CH:8]=[N:7][C:6]([Cl:12])=[CH:5][C:4]=2[C:3]1=O.[CH2:14]1[C:16]2([CH2:21][C:20](=O)[CH2:19][C:18](=[O:23])[NH:17]2)[CH2:15]1.C([O-])(=O)C.[Na+].C([O-])(=O)C.[NH4+:33]. The catalyst is CO. The product is [Cl:12][C:6]1[N:7]=[CH:8][C:9]2[CH2:10][CH2:11][C:2]3[C:19]4[C:18](=[O:23])[NH:17][C:16]5([CH2:14][CH2:15]5)[CH2:21][C:20]=4[NH:33][C:3]=3[C:4]=2[CH:5]=1. The yield is 0.150. (2) The reactants are [CH3:1][C:2]1[CH:7]=[CH:6][C:5]([S:8]([O:11][CH2:12][C@H:13]2[CH:22]=[CH:21][C:20]3[C:15](=[C:16]([C:24]4[C:29]([Cl:30])=[CH:28][CH:27]=[CH:26][C:25]=4[Cl:31])[CH:17]=[C:18]([F:23])[CH:19]=3)[O:14]2)(=[O:10])=[O:9])=[CH:4][CH:3]=1.[H][H]. The catalyst is C(OCC)(=O)C.C(O)C.[Pt](=O)=O. The product is [CH3:1][C:2]1[CH:7]=[CH:6][C:5]([S:8]([O:11][CH2:12][C@H:13]2[CH2:22][CH2:21][C:20]3[C:15](=[C:16]([C:24]4[C:25]([Cl:31])=[CH:26][CH:27]=[CH:28][C:29]=4[Cl:30])[CH:17]=[C:18]([F:23])[CH:19]=3)[O:14]2)(=[O:9])=[O:10])=[CH:4][CH:3]=1. The yield is 0.800. (3) The reactants are [OH-].[Li+].[CH2:3]([S:7]([O:10][C:11]1[CH:16]=[CH:15][C:14]([CH2:17][CH2:18][CH2:19][C:20]2[CH:25]=[CH:24][C:23]([CH2:26][CH2:27][C:28]([O:30]C)=[O:29])=[C:22]([O:32][CH2:33][C:34]3[CH:39]=[CH:38][CH:37]=[C:36]([O:40][CH3:41])[CH:35]=3)[CH:21]=2)=[CH:13][C:12]=1[O:42][CH3:43])(=[O:9])=[O:8])[CH2:4][CH2:5][CH3:6].O.Cl. The catalyst is O1CCCC1. The product is [CH2:3]([S:7]([O:10][C:11]1[CH:16]=[CH:15][C:14]([CH2:17][CH2:18][CH2:19][C:20]2[CH:25]=[CH:24][C:23]([CH2:26][CH2:27][C:28]([OH:30])=[O:29])=[C:22]([O:32][CH2:33][C:34]3[CH:39]=[CH:38][CH:37]=[C:36]([O:40][CH3:41])[CH:35]=3)[CH:21]=2)=[CH:13][C:12]=1[O:42][CH3:43])(=[O:8])=[O:9])[CH2:4][CH2:5][CH3:6]. The yield is 0.920. (4) The reactants are [F:1][C:2]([F:6])([F:5])[CH2:3][OH:4].[H-].[Na+].[Cl:9][C:10]1[CH:15]=[C:14](Cl)[N:13]=[CH:12][N:11]=1.[Cl-].[NH4+]. The catalyst is O1CCCC1. The product is [Cl:9][C:10]1[CH:15]=[C:14]([O:4][CH2:3][C:2]([F:6])([F:5])[F:1])[N:13]=[CH:12][N:11]=1. The yield is 0.389. (5) The reactants are [F:1][C:2]1[CH:7]=[CH:6][C:5]([S:8]([C:11]2[CH:12]=[CH:13][C:14](/[CH:17]=[CH:18]/[C:19]3[CH:24]=[CH:23][C:22]([F:25])=[CH:21][CH:20]=3)=[N:15][CH:16]=2)(=[O:10])=[O:9])=[CH:4][CH:3]=1.C(OCC)(=O)C.[H][H]. The yield is 0.610. The product is [F:25][C:22]1[CH:21]=[CH:20][C:19]([CH2:18][CH2:17][C:14]2[CH:13]=[CH:12][C:11]([S:8]([C:5]3[CH:4]=[CH:3][C:2]([F:1])=[CH:7][CH:6]=3)(=[O:10])=[O:9])=[CH:16][N:15]=2)=[CH:24][CH:23]=1. The catalyst is C(O)C.[Pd].